From a dataset of Full USPTO retrosynthesis dataset with 1.9M reactions from patents (1976-2016). Predict the reactants needed to synthesize the given product. (1) Given the product [C:32]([C:29]1[CH:30]=[CH:31][C:26]([C:2]2[C:3]3[C:4]4[CH:17]=[CH:16][S:15][C:5]=4[C:6](=[O:14])[NH:7][C:8]=3[CH:9]=[CH:10][C:11]=2[O:12][CH3:13])=[CH:27][CH:28]=1)(=[O:34])[CH3:33], predict the reactants needed to synthesize it. The reactants are: Br[C:2]1[C:3]2[C:4]3[CH:17]=[CH:16][S:15][C:5]=3[C:6](=[O:14])[NH:7][C:8]=2[CH:9]=[CH:10][C:11]=1[O:12][CH3:13].CC1(C)C(C)(C)OB([C:26]2[CH:31]=[CH:30][C:29]([C:32](=[O:34])[CH3:33])=[CH:28][CH:27]=2)O1. (2) Given the product [CH2:1]([C@H:8]1[CH2:12][O:11][C:10](=[O:13])[N:9]1[C:14]([C@H:15]1[C@H:16]([C:17]2[CH:22]=[CH:21][C:20]([F:23])=[CH:19][C:18]=2[F:24])[CH2:30][N:29]([CH2:35][C:36]2[CH:41]=[CH:40][CH:39]=[CH:38][CH:37]=2)[CH2:28]1)=[O:25])[C:2]1[CH:7]=[CH:6][CH:5]=[CH:4][CH:3]=1, predict the reactants needed to synthesize it. The reactants are: [CH2:1]([C@H:8]1[CH2:12][O:11][C:10](=[O:13])[N:9]1[C:14](=[O:25])/[CH:15]=[CH:16]/[C:17]1[CH:22]=[CH:21][C:20]([F:23])=[CH:19][C:18]=1[F:24])[C:2]1[CH:7]=[CH:6][CH:5]=[CH:4][CH:3]=1.CO[CH2:28][N:29]([CH2:35][C:36]1[CH:41]=[CH:40][CH:39]=[CH:38][CH:37]=1)[CH2:30][Si](C)(C)C.FC(F)(F)C(O)=O.C(=O)([O-])O.[Na+]. (3) Given the product [I-:18].[CH2:17]([N+:12]1[C:13]2[C:14]3[O:1][CH2:2][CH2:3][O:4][C:5]=3[CH:6]=[CH:7][C:8]=2[CH:9]=[CH:10][CH:11]=1)[CH:16]=[CH2:15], predict the reactants needed to synthesize it. The reactants are: [O:1]1[C:14]2[C:13]3[N:12]=[CH:11][CH:10]=[CH:9][C:8]=3[CH:7]=[CH:6][C:5]=2[O:4][CH2:3][CH2:2]1.[CH2:15]([I:18])[CH:16]=[CH2:17].